Dataset: Forward reaction prediction with 1.9M reactions from USPTO patents (1976-2016). Task: Predict the product of the given reaction. (1) Given the reactants OO.[CH3:3][S:4][C:5]1[CH:6]=[C:7]([C:11]2[S:15][C:14]([C:16]([O:18][C:19]([CH3:22])([CH3:21])[CH3:20])=[O:17])=[CH:13][CH:12]=2)[N:8]=[N:9][CH:10]=1.[O-:23]S(S([O-])=O)=O.[Na+].[Na+].C(Cl)Cl, predict the reaction product. The product is: [CH3:3][S:4]([C:5]1[CH:6]=[C:7]([C:11]2[S:15][C:14]([C:16]([O:18][C:19]([CH3:22])([CH3:21])[CH3:20])=[O:17])=[CH:13][CH:12]=2)[N:8]=[N:9][CH:10]=1)=[O:23]. (2) Given the reactants [Cl:1][C:2]1[CH:7]=[CH:6][C:5]([C:8]([F:15])([F:14])[C:9]([O:11]CC)=[O:10])=[C:4]([O:16][CH2:17][CH3:18])[CH:3]=1.CO.O.[OH-].[Li+], predict the reaction product. The product is: [Cl:1][C:2]1[CH:7]=[CH:6][C:5]([C:8]([F:15])([F:14])[C:9]([OH:11])=[O:10])=[C:4]([O:16][CH2:17][CH3:18])[CH:3]=1. (3) Given the reactants [F:1][C:2]1[C:7]([C:8]([OH:10])=[O:9])=[C:6](I)[C:5]([CH3:12])=[CH:4][CH:3]=1.[NH:13]1[CH:17]=[CH:16][N:15]=[N:14]1.CN[C@H]1CCCC[C@@H]1NC.C([O-])([O-])=O.[Cs+].[Cs+], predict the reaction product. The product is: [F:1][C:2]1[C:7]([C:8]([OH:10])=[O:9])=[C:6]([N:14]2[N:15]=[CH:16][CH:17]=[N:13]2)[C:5]([CH3:12])=[CH:4][CH:3]=1. (4) Given the reactants Cl.[NH2:2][CH2:3][C:4]1[C:9]([CH2:10][CH3:11])=[N:8][C:7]2[N:12]([CH2:15][CH3:16])[N:13]=[CH:14][C:6]=2[C:5]=1[NH:17][CH:18]1[CH2:23][CH2:22][O:21][CH2:20][CH2:19]1.[CH3:24][C:25]([CH3:32])([C:29](O)=[O:30])[C:26]([OH:28])=[O:27].CN(C(ON1N=NC2C=CC=CC1=2)=[N+](C)C)C.F[P-](F)(F)(F)(F)F.CCN(CC)CC, predict the reaction product. The product is: [CH2:15]([N:12]1[C:7]2=[N:8][C:9]([CH2:10][CH3:11])=[C:4]([CH2:3][NH:2][C:29](=[O:30])[C:25]([CH3:32])([CH3:24])[C:26]([OH:28])=[O:27])[C:5]([NH:17][CH:18]3[CH2:19][CH2:20][O:21][CH2:22][CH2:23]3)=[C:6]2[CH:14]=[N:13]1)[CH3:16].